Dataset: Reaction yield outcomes from USPTO patents with 853,638 reactions. Task: Predict the reaction yield, written as a fraction of the theoretical maximum amount of product (1.0 means a 100% yield; for example, 0.34 means a 34% yield). The reactants are Br[C:2]1[N:3]=[C:4]([N:23]2[CH2:28][CH2:27][O:26][CH2:25][CH2:24]2)[S:5][C:6]=1[C:7]1[N:11]2[N:12]=[C:13]([CH3:21])[CH:14]=[C:15]([CH:16]([CH2:19][CH3:20])[CH2:17][CH3:18])[C:10]2=[N:9][C:8]=1[CH3:22].[CH3:29][O-:30].[Na+]. The catalyst is [Cu]I.CO. The product is [CH2:17]([CH:16]([C:15]1[C:10]2[N:11]([C:7]([C:6]3[S:5][C:4]([N:23]4[CH2:28][CH2:27][O:26][CH2:25][CH2:24]4)=[N:3][C:2]=3[O:30][CH3:29])=[C:8]([CH3:22])[N:9]=2)[N:12]=[C:13]([CH3:21])[CH:14]=1)[CH2:19][CH3:20])[CH3:18]. The yield is 0.360.